The task is: Predict the reactants needed to synthesize the given product.. This data is from Full USPTO retrosynthesis dataset with 1.9M reactions from patents (1976-2016). (1) Given the product [C:15]1([CH:14]2[C:5]3=[N:4][NH:3][C:2](=[O:1])[C:11]4[CH:10]=[CH:9][CH:8]=[C:7]([C:6]=43)[NH:12][CH:13]2[C:21]2[CH:28]=[CH:27][C:24]([CH2:25][N:33]3[CH2:37][CH2:36][CH2:35][CH2:34]3)=[CH:23][CH:22]=2)[CH:16]=[CH:17][CH:18]=[CH:19][CH:20]=1, predict the reactants needed to synthesize it. The reactants are: [O:1]=[C:2]1[C:11]2[CH:10]=[CH:9][CH:8]=[C:7]3[NH:12][CH:13]([C:21]4[CH:28]=[CH:27][C:24]([CH:25]=O)=[CH:23][CH:22]=4)[CH:14]([C:15]4[CH:20]=[CH:19][CH:18]=[CH:17][CH:16]=4)[C:5]([C:6]=23)=[N:4][NH:3]1.C(O)(=O)C.[NH:33]1[CH2:37][CH2:36][CH2:35][CH2:34]1.[BH4-].[Na+]. (2) Given the product [CH3:21][O:20][CH:3]([O:2][CH3:1])[C:4]1[CH:5]=[CH:6][C:7]([C:10]2[CH:15]=[CH:14][C:13]([C:16]([OH:18])=[O:17])=[CH:12][CH:11]=2)=[CH:8][CH:9]=1, predict the reactants needed to synthesize it. The reactants are: [CH3:1][O:2][CH:3]([O:20][CH3:21])[C:4]1[CH:9]=[CH:8][C:7]([C:10]2[CH:15]=[CH:14][C:13]([C:16]([O:18]C)=[O:17])=[CH:12][CH:11]=2)=[CH:6][CH:5]=1.[OH-].[Na+]. (3) Given the product [CH3:1][O:2][C:3]1[CH:23]=[CH:22][C:6]2[CH2:7][C@@H:8]3[C@@H:13]([C:14]4([C:18](=[O:19])[N:17]([CH3:20])[C:16](=[S:40])[NH:15]4)[C:5]=2[CH:4]=1)[CH2:12][O:11][CH2:10][CH2:9]3, predict the reactants needed to synthesize it. The reactants are: [CH3:1][O:2][C:3]1[CH:23]=[CH:22][C:6]2[CH2:7][C@@H:8]3[C@@H:13]([C:14]4([C:18](=[O:19])[N:17]([CH3:20])[C:16](=O)[NH:15]4)[C:5]=2[CH:4]=1)[CH2:12][O:11][CH2:10][CH2:9]3.C1(C)C=CC=CC=1.COC1C=CC(P2(SP(C3C=CC(OC)=CC=3)(=S)S2)=[S:40])=CC=1.